Dataset: Catalyst prediction with 721,799 reactions and 888 catalyst types from USPTO. Task: Predict which catalyst facilitates the given reaction. (1) Reactant: Cl.[NH2:2][C:3]1[CH:4]=[CH:5][C:6]([CH3:12])=[C:7]([CH:11]=1)[C:8]([OH:10])=[O:9].Cl.[N:14]([O-])=O.[Na+].[C:18]([O-:21])(=[O:20])[CH3:19].[Na+].C([O:25][C:26](=O)[NH:27][C:28](=[O:38])C[C:28]([NH:27][C:26]([O:25]CC)=O)=[O:38])C.OS(O)(=O)=O. Product: [C:8]([C:7]1[CH:11]=[C:3]([N:2]2[C:28](=[O:38])[NH:27][C:26](=[O:25])[C:19]([C:18]([OH:21])=[O:20])=[N:14]2)[CH:4]=[CH:5][C:6]=1[CH3:12])([OH:10])=[O:9]. The catalyst class is: 86. (2) Reactant: [OH:1][C@@:2]1([C:29]([F:32])(F)[F:30])[C:14]2[CH:13]=[C:12]([CH3:15])[CH:11]=[C:10]([C:16]3[CH:17]=[N:18][N:19]([CH2:21][C:22]([O:24]C(C)(C)C)=[O:23])[CH:20]=3)[C:9]=2[C:8]2[C:3]1=[CH:4][CH:5]=[CH:6][CH:7]=2.[CH2:33]=[O:34].[F-:35].C([N+](CCCC)(CCCC)CCCC)CCC.Cl.CN(C)[CH:56]=[O:57]. Product: [OH:34][CH2:33][C:21]([CH2:56][OH:57])([N:19]1[CH:20]=[C:16]([C:10]2[C:9]3[C:8]4[C:3](=[CH:4][CH:5]=[CH:6][CH:7]=4)[C@:2]([OH:1])([C:29]([F:32])([F:30])[F:35])[C:14]=3[CH:13]=[C:12]([CH3:15])[CH:11]=2)[CH:17]=[N:18]1)[C:22]([OH:24])=[O:23]. The catalyst class is: 132. (3) Product: [C:16]([N:21]1[CH2:26][CH2:25][C:24]([OH:32])([C:9]2[CH:10]=[CH:11][CH:12]=[CH:13][C:8]=2[S:7][C:4]2[CH:5]=[CH:6][C:1]([CH3:15])=[CH:2][CH:3]=2)[CH2:23][CH2:22]1)([O:18][CH2:19][CH3:20])=[O:17]. Reactant: [C:1]1([CH3:15])[CH:6]=[CH:5][C:4]([S:7][C:8]2[CH:13]=[CH:12][CH:11]=[CH:10][C:9]=2Br)=[CH:3][CH:2]=1.[C:16]([N:21]1[CH2:26][CH2:25][CH2:24][CH2:23][C:22]1=O)([O:18][CH2:19][CH3:20])=[O:17].Cl.C1C[O:32]CC1. The catalyst class is: 194.